This data is from Forward reaction prediction with 1.9M reactions from USPTO patents (1976-2016). The task is: Predict the product of the given reaction. (1) Given the reactants [CH3:1][CH:2]([CH3:12])[CH:3]([C:6]1[CH:11]=[CH:10][CH:9]=[CH:8][CH:7]=1)[CH2:4][NH2:5].[CH:13](=O)[C:14]1[CH:19]=[CH:18][CH:17]=[CH:16][CH:15]=1.[BH-](OC(C)=O)(OC(C)=O)OC(C)=O.[Na+].C([O-])(O)=O.[Na+], predict the reaction product. The product is: [CH2:13]([NH:5][CH2:4][CH:3]([C:6]1[CH:11]=[CH:10][CH:9]=[CH:8][CH:7]=1)[CH:2]([CH3:12])[CH3:1])[C:14]1[CH:19]=[CH:18][CH:17]=[CH:16][CH:15]=1. (2) Given the reactants Br[C:2]1[CH:3]=[C:4]([Cl:18])[C:5]([Cl:17])=[C:6]([CH2:8][O:9][Si:10]([C:13]([CH3:16])([CH3:15])[CH3:14])([CH3:12])[CH3:11])[CH:7]=1.[CH:19](B1OC(C)(C)C(C)(C)O1)=[CH2:20].C1(P(C2C=CC=CC=2)C2C=CC=CC=2)C=CC=CC=1.C([O-])([O-])=O.[Na+].[Na+], predict the reaction product. The product is: [Cl:17][C:5]1[C:4]([Cl:18])=[CH:3][C:2]([CH:19]=[CH2:20])=[CH:7][C:6]=1[CH2:8][O:9][Si:10]([C:13]([CH3:16])([CH3:15])[CH3:14])([CH3:12])[CH3:11]. (3) Given the reactants [NH2:1][C:2]1[C:7]([N+:8]([O-:10])=[O:9])=[CH:6][CH:5]=[CH:4][C:3]=1[OH:11].C([O-])([O-])=O.[K+].[K+].I[CH:19]([CH3:21])[CH3:20], predict the reaction product. The product is: [CH:19]([O:11][C:3]1[CH:4]=[CH:5][CH:6]=[C:7]([N+:8]([O-:10])=[O:9])[C:2]=1[NH2:1])([CH3:21])[CH3:20]. (4) Given the reactants [O:1]1[C:5]2[CH:6]=[CH:7][CH:8]=[CH:9][C:4]=2[C:3]([C:10](=[O:13])[CH2:11]Br)=[CH:2]1.[NH:14]1[CH2:19][CH2:18][CH:17]([NH:20][C:21](=[O:27])[O:22][C:23]([CH3:26])([CH3:25])[CH3:24])[CH2:16][CH2:15]1.C(=O)([O-])[O-].[K+].[K+].C(#N)C, predict the reaction product. The product is: [O:1]1[C:5]2[CH:6]=[CH:7][CH:8]=[CH:9][C:4]=2[C:3]([C:10](=[O:13])[CH2:11][N:14]2[CH2:15][CH2:16][CH:17]([NH:20][C:21](=[O:27])[O:22][C:23]([CH3:25])([CH3:24])[CH3:26])[CH2:18][CH2:19]2)=[CH:2]1.